This data is from Reaction yield outcomes from USPTO patents with 853,638 reactions. The task is: Predict the reaction yield, written as a fraction of the theoretical maximum amount of product (1.0 means a 100% yield; for example, 0.34 means a 34% yield). (1) The reactants are [NH2:1][CH:2]1[CH2:6][CH2:5][N:4]([C:7]2[CH:8]=[N:9][C:10]([O:16][C:17]3[CH:22]=[CH:21][C:20]([O:23][C:24]4[CH:29]=[CH:28][CH:27]=[C:26]([F:30])[CH:25]=4)=[CH:19][CH:18]=3)=[C:11]([CH:15]=2)[C:12]([NH2:14])=[O:13])[CH2:3]1.C(N(CC)C(C)C)(C)C.[C:40](Cl)(=[O:43])[CH:41]=[CH2:42]. The catalyst is C(Cl)Cl. The product is [C:40]([NH:1][CH:2]1[CH2:6][CH2:5][N:4]([C:7]2[CH:8]=[N:9][C:10]([O:16][C:17]3[CH:18]=[CH:19][C:20]([O:23][C:24]4[CH:29]=[CH:28][CH:27]=[C:26]([F:30])[CH:25]=4)=[CH:21][CH:22]=3)=[C:11]([CH:15]=2)[C:12]([NH2:14])=[O:13])[CH2:3]1)(=[O:43])[CH:41]=[CH2:42]. The yield is 0.476. (2) The reactants are [OH:1][C@@H:2]1[CH2:6][CH2:5][N:4]([C:7]2[N:8]([CH3:41])[C:9](=[O:40])[C:10]3[C:15]([C:16]4[CH:21]=[CH:20][CH:19]=[CH:18][CH:17]=4)=[C:14]([C:22]4[CH:27]=[CH:26][C:25]([C:28]5([NH:32]C(=O)OC(C)(C)C)[CH2:31][CH2:30][CH2:29]5)=[CH:24][CH:23]=4)[O:13][C:11]=3[N:12]=2)[CH2:3]1.FC(F)(F)C(O)=O.C(Cl)[Cl:50]. No catalyst specified. The product is [ClH:50].[NH2:32][C:28]1([C:25]2[CH:26]=[CH:27][C:22]([C:14]3[O:13][C:11]4[N:12]=[C:7]([N:4]5[CH2:5][CH2:6][C@@H:2]([OH:1])[CH2:3]5)[N:8]([CH3:41])[C:9](=[O:40])[C:10]=4[C:15]=3[C:16]3[CH:17]=[CH:18][CH:19]=[CH:20][CH:21]=3)=[CH:23][CH:24]=2)[CH2:31][CH2:30][CH2:29]1. The yield is 0.300.